From a dataset of Full USPTO retrosynthesis dataset with 1.9M reactions from patents (1976-2016). Predict the reactants needed to synthesize the given product. (1) The reactants are: C(OC([N:11]1[CH2:16][CH2:15][N:14]([CH3:17])[CH2:13][CH:12]1[C:18]([C:20]1[O:21][C:22]2[CH:28]=[CH:27][C:26]([F:29])=[CH:25][C:23]=2[CH:24]=1)=[O:19])=O)C1C=CC=CC=1.CO. Given the product [F:29][C:26]1[CH:27]=[CH:28][C:22]2[O:21][C:20]([CH:18]([CH:12]3[CH2:13][N:14]([CH3:17])[CH2:15][CH2:16][NH:11]3)[OH:19])=[CH:24][C:23]=2[CH:25]=1, predict the reactants needed to synthesize it. (2) The reactants are: [CH:1]1[C:10]2[C:11]3[CH2:17][CH2:16][CH2:15][CH2:14][CH2:13][C:12]=3[N:8]3[C:9]=2[C:4]([CH2:5][CH2:6][CH2:7]3)=[CH:3][C:2]=1[NH2:18].[C:19](Cl)(=[O:24])[CH2:20][CH:21]([CH3:23])[CH3:22]. Given the product [CH:1]1[C:10]2[C:11]3[CH2:17][CH2:16][CH2:15][CH2:14][CH2:13][C:12]=3[N:8]3[C:9]=2[C:4]([CH2:5][CH2:6][CH2:7]3)=[CH:3][C:2]=1[NH:18][C:19](=[O:24])[CH2:20][CH:21]([CH3:23])[CH3:22], predict the reactants needed to synthesize it. (3) Given the product [F:1][C:2]([F:12])([F:11])[C:3]([CH3:10])=[CH:4][CH2:5][OH:6], predict the reactants needed to synthesize it. The reactants are: [F:1][C:2]([F:12])([F:11])[C:3]([CH3:10])=[CH:4][C:5](OCC)=[O:6].[H-].C([Al+]CC(C)C)C(C)C.S(=O)(=O)(O)O. (4) Given the product [CH2:1]([O:3][C:4]([C@@H:5]1[C@@H:6]([C:7](=[O:9])[N:52]([CH2:45][C:46]2[CH:47]=[CH:48][CH:49]=[CH:50][CH:51]=2)[C:53]2[CH:58]=[CH:57][CH:56]=[CH:55][CH:54]=2)[O:10]1)=[O:11])[CH3:2], predict the reactants needed to synthesize it. The reactants are: [CH2:1]([O:3][C:4](=[O:11])[C@H:5]1[O:10][C@@H:6]1[C:7]([OH:9])=O)[CH3:2].CN(C(ON1N=NC2C=CC=NC1=2)=[N+](C)C)C.F[P-](F)(F)(F)(F)F.CCN(C(C)C)C(C)C.[CH2:45]([NH:52][C:53]1[CH:58]=[CH:57][CH:56]=[CH:55][CH:54]=1)[C:46]1[CH:51]=[CH:50][CH:49]=[CH:48][CH:47]=1. (5) Given the product [ClH:50].[ClH:50].[NH2:7][CH2:8][CH2:9][C:10]1[CH:15]=[CH:14][C:13]([O:16][CH2:17][CH2:18][C:19]2[CH:24]=[CH:23][C:22]([O:25][CH2:26][C:27]3[CH:28]=[CH:29][CH:30]=[CH:31][CH:32]=3)=[C:21]([C@@H:33]([C:43]3[CH:44]=[CH:45][CH:46]=[CH:47][CH:48]=3)[CH2:34][CH2:35][N:36]([CH:40]([CH3:42])[CH3:41])[CH:37]([CH3:39])[CH3:38])[CH:20]=2)=[CH:12][CH:11]=1, predict the reactants needed to synthesize it. The reactants are: C(OC(=O)[NH:7][CH2:8][CH2:9][C:10]1[CH:15]=[CH:14][C:13]([O:16][CH2:17][CH2:18][C:19]2[CH:24]=[CH:23][C:22]([O:25][CH2:26][C:27]3[CH:32]=[CH:31][CH:30]=[CH:29][CH:28]=3)=[C:21]([C@@H:33]([C:43]3[CH:48]=[CH:47][CH:46]=[CH:45][CH:44]=3)[CH2:34][CH2:35][N:36]([CH:40]([CH3:42])[CH3:41])[CH:37]([CH3:39])[CH3:38])[CH:20]=2)=[CH:12][CH:11]=1)(C)(C)C.[ClH:50]. (6) Given the product [NH2:7][C:8]1[CH:9]=[C:10]([Cl:32])[C:11]([C:15]2[S:16][C:17]3[C:18]([NH:24][C:25]4[CH:30]=[C:29]([CH3:31])[N:28]=[CH:27][N:26]=4)=[N:19][CH:20]=[CH:21][C:22]=3[N:23]=2)=[C:12]([Cl:14])[CH:13]=1, predict the reactants needed to synthesize it. The reactants are: C(OC(=O)[NH:7][C:8]1[CH:13]=[C:12]([Cl:14])[C:11]([C:15]2[S:16][C:17]3[C:18]([NH:24][C:25]4[CH:30]=[C:29]([CH3:31])[N:28]=[CH:27][N:26]=4)=[N:19][CH:20]=[CH:21][C:22]=3[N:23]=2)=[C:10]([Cl:32])[CH:9]=1)(C)(C)C.C(OC(=O)NC1C=C(Cl)C(C2SC3C(Cl)=NC=CC=3N=2)=C(Cl)C=1)(C)(C)C.CC1N=CN=C(N)C=1.CC1(C)C2C(=C(P(C3C=CC=CC=3)C3C=CC=CC=3)C=CC=2)OC2C(P(C3C=CC=CC=3)C3C=CC=CC=3)=CC=CC1=2.C([O-])([O-])=O.[Cs+].[Cs+]. (7) The reactants are: C([O:8][CH2:9][CH2:10][O:11][C:12]1[C:17]([I:18])=[CH:16][C:15]([CH2:19][CH3:20])=[CH:14][C:13]=1[CH:21]([NH:27][C:28]1[CH:33]=[CH:32][C:31]([C:34]#[N:35])=[CH:30][CH:29]=1)[C:22]([O:24][CH2:25][CH3:26])=[O:23])C1C=CC=CC=1.I[Si](C)(C)C.C(O)C. Given the product [C:34]([C:31]1[CH:32]=[CH:33][C:28]([NH:27][CH:21]([C:13]2[CH:14]=[C:15]([CH2:19][CH3:20])[CH:16]=[C:17]([I:18])[C:12]=2[O:11][CH2:10][CH2:9][OH:8])[C:22]([O:24][CH2:25][CH3:26])=[O:23])=[CH:29][CH:30]=1)#[N:35], predict the reactants needed to synthesize it. (8) Given the product [N:20]1([C:25]2[CH:26]=[CH:27][C:28]([CH2:31][C:32]([N:1]3[CH2:6][CH2:5][CH:4]([CH2:7][CH2:8][C:9]4[CH:10]=[C:11]5[C:16](=[CH:17][CH:18]=4)[C:15](=[O:19])[O:14][CH2:13][CH2:12]5)[CH2:3][CH2:2]3)=[O:33])=[CH:29][CH:30]=2)[CH:24]=[N:23][N:22]=[N:21]1, predict the reactants needed to synthesize it. The reactants are: [NH:1]1[CH2:6][CH2:5][CH:4]([CH2:7][CH2:8][C:9]2[CH:10]=[C:11]3[C:16](=[CH:17][CH:18]=2)[C:15](=[O:19])[O:14][CH2:13][CH2:12]3)[CH2:3][CH2:2]1.[N:20]1([C:25]2[CH:30]=[CH:29][C:28]([CH2:31][C:32](O)=[O:33])=[CH:27][CH:26]=2)[CH:24]=[N:23][N:22]=[N:21]1.C(Cl)CCl.C(N(CC)CC)C.